Task: Regression. Given a peptide amino acid sequence and an MHC pseudo amino acid sequence, predict their binding affinity value. This is MHC class II binding data.. Dataset: Peptide-MHC class II binding affinity with 134,281 pairs from IEDB The peptide sequence is ASEVFKAVEAYLVAH. The MHC is DRB1_0802 with pseudo-sequence DRB1_0802. The binding affinity (normalized) is 0.726.